Dataset: Forward reaction prediction with 1.9M reactions from USPTO patents (1976-2016). Task: Predict the product of the given reaction. Given the reactants [N:1]1[C:10]2[C:5](=[CH:6][CH:7]=[CH:8][CH:9]=2)[C:4]([S:11][C:12]2([C:16]([O:18]CC)=[O:17])[CH2:15][CH2:14][CH2:13]2)=[CH:3][CH:2]=1.[OH-].[Na+], predict the reaction product. The product is: [N:1]1[C:10]2[C:5](=[CH:6][CH:7]=[CH:8][CH:9]=2)[C:4]([S:11][C:12]2([C:16]([OH:18])=[O:17])[CH2:13][CH2:14][CH2:15]2)=[CH:3][CH:2]=1.